From a dataset of Forward reaction prediction with 1.9M reactions from USPTO patents (1976-2016). Predict the product of the given reaction. Given the reactants [C:1]1(=[N:7][OH:8])[CH2:6][CH2:5][CH2:4][CH2:3][CH2:2]1.[N+:9]([C:12]1[CH:20]=[CH:19][C:15]([C:16](O)=[O:17])=[CH:14][CH:13]=1)([O-:11])=[O:10].O, predict the reaction product. The product is: [N:7]([C:1]1([O:17][CH2:16][C:15]2[CH:14]=[CH:13][C:12]([N+:9]([O-:11])=[O:10])=[CH:20][CH:19]=2)[CH2:6][CH2:5][CH2:4][CH2:3][CH2:2]1)=[O:8].